From a dataset of NCI-60 drug combinations with 297,098 pairs across 59 cell lines. Regression. Given two drug SMILES strings and cell line genomic features, predict the synergy score measuring deviation from expected non-interaction effect. Drug 1: C1CC(C1)(C(=O)O)C(=O)O.[NH2-].[NH2-].[Pt+2]. Drug 2: CNC(=O)C1=NC=CC(=C1)OC2=CC=C(C=C2)NC(=O)NC3=CC(=C(C=C3)Cl)C(F)(F)F. Cell line: ACHN. Synergy scores: CSS=3.61, Synergy_ZIP=1.51, Synergy_Bliss=1.70, Synergy_Loewe=-9.17, Synergy_HSA=-2.05.